This data is from Reaction yield outcomes from USPTO patents with 853,638 reactions. The task is: Predict the reaction yield, written as a fraction of the theoretical maximum amount of product (1.0 means a 100% yield; for example, 0.34 means a 34% yield). (1) The catalyst is C(O)C. The product is [F:26][C:27]1[CH:32]=[CH:31][C:30]([N:33]2[C:5]([C:7]3[C:12](=[O:13])[CH:11]=[CH:10][N:9]([C:14]4[CH:19]=[CH:18][CH:17]=[C:16]([C:20]([F:23])([F:22])[F:21])[CH:15]=4)[N:8]=3)=[CH:4][CH:3]=[N:2]2)=[CH:29][CH:28]=1. The reactants are C[N:2](C)[CH:3]=[CH:4][C:5]([C:7]1[C:12](=[O:13])[CH:11]=[CH:10][N:9]([C:14]2[CH:19]=[CH:18][CH:17]=[C:16]([C:20]([F:23])([F:22])[F:21])[CH:15]=2)[N:8]=1)=O.Cl.[F:26][C:27]1[CH:32]=[CH:31][C:30]([NH:33]N)=[CH:29][CH:28]=1.CCN(CC)CC. The yield is 0.300. (2) The reactants are [NH2:1][CH2:2][CH2:3][O:4][CH2:5][CH2:6][O:7][CH2:8][CH2:9][O:10][CH2:11][CH2:12][NH:13][S:14]([C:17]1[CH:22]=[CH:21][C:20]([CH:23]2[C:32]3[C:27](=[C:28]([Cl:34])[CH:29]=[C:30]([Cl:33])[CH:31]=3)[CH2:26][N:25]([CH3:35])[CH2:24]2)=[CH:19][CH:18]=1)(=[O:16])=[O:15].[O:36]([CH2:48][C:49]([O:51]N1C(=O)CCC1=O)=O)[CH2:37][C:38]([O:40]N1C(=O)CCC1=O)=O.[CH2:59]([N:61]([CH2:64][CH3:65])[CH2:62][CH3:63])C. The catalyst is CN(C=O)C. The product is [O:36]([CH2:48][C:49]([NH:1][CH2:2][CH2:3][O:51][CH2:49][CH2:48][O:36][CH2:37][CH2:38][O:40][CH2:11][CH2:12][NH:13][S:14]([C:17]1[CH:22]=[CH:21][C:20]([CH:63]2[C:32]3[C:65](=[C:28]([Cl:34])[CH:29]=[C:30]([Cl:33])[CH:31]=3)[CH2:64][N:61]([CH3:59])[CH2:62]2)=[CH:19][CH:18]=1)(=[O:16])=[O:15])=[O:51])[CH2:37][C:38]([NH:1][CH2:2][CH2:3][O:4][CH2:5][CH2:6][O:7][CH2:8][CH2:9][O:10][CH2:11][CH2:12][NH:13][S:14]([C:17]1[CH:18]=[CH:19][C:20]([CH:23]2[C:32]3[C:27](=[C:28]([Cl:34])[CH:29]=[C:30]([Cl:33])[CH:31]=3)[CH2:26][N:25]([CH3:35])[CH2:24]2)=[CH:21][CH:22]=1)(=[O:16])=[O:15])=[O:40]. The yield is 0.310. (3) The reactants are [C:1]([O:5][C:6]([N:8]1[CH2:13][CH2:12][CH:11]([C:14]2[CH:19]=[CH:18][C:17]([NH2:20])=[C:16]([C:21]3[CH2:26][CH2:25][C:24]([CH3:28])([CH3:27])[CH2:23][CH:22]=3)[N:15]=2)[CH2:10][CH2:9]1)=[O:7])([CH3:4])([CH3:3])[CH3:2].[K+].[C:30]([C:32]1[N:33]=[C:34]([C:45]([O-])=[O:46])[N:35]([CH2:37][O:38][CH2:39][CH2:40][Si:41]([CH3:44])([CH3:43])[CH3:42])[CH:36]=1)#[N:31].C1CN([P+](Br)(N2CCCC2)N2CCCC2)CC1.F[P-](F)(F)(F)(F)F.CCN(C(C)C)C(C)C. The catalyst is C(Cl)Cl. The product is [C:1]([O:5][C:6]([N:8]1[CH2:9][CH2:10][CH:11]([C:14]2[CH:19]=[CH:18][C:17]([NH:20][C:45]([C:34]3[N:35]([CH2:37][O:38][CH2:39][CH2:40][Si:41]([CH3:44])([CH3:43])[CH3:42])[CH:36]=[C:32]([C:30]#[N:31])[N:33]=3)=[O:46])=[C:16]([C:21]3[CH2:26][CH2:25][C:24]([CH3:28])([CH3:27])[CH2:23][CH:22]=3)[N:15]=2)[CH2:12][CH2:13]1)=[O:7])([CH3:4])([CH3:2])[CH3:3]. The yield is 0.870. (4) The reactants are [Cl:1][C:2]1[CH:7]=[CH:6][CH:5]=[C:4](I)[CH:3]=1.[NH2:9][CH2:10][CH2:11][CH2:12][NH:13][C:14](=[O:20])[O:15][C:16]([CH3:19])([CH3:18])[CH3:17].C([O-])([O-])=O.[K+].[K+].N1CCC[C@H]1C(O)=O. The catalyst is CS(C)=O.[Cu]I. The product is [Cl:1][C:2]1[CH:3]=[C:4]([NH:9][CH2:10][CH2:11][CH2:12][NH:13][C:14](=[O:20])[O:15][C:16]([CH3:18])([CH3:17])[CH3:19])[CH:5]=[CH:6][CH:7]=1. The yield is 0.400.